From a dataset of Full USPTO retrosynthesis dataset with 1.9M reactions from patents (1976-2016). Predict the reactants needed to synthesize the given product. (1) Given the product [OH:20][NH:19][C:17](=[O:18])[C@H:16]([N:21]([CH2:35][CH2:36][CH:37]([CH3:38])[CH3:39])[S:22]([C:25]1[CH:34]=[CH:33][C:32]2[C:27](=[CH:28][CH:29]=[CH:30][CH:31]=2)[CH:26]=1)(=[O:24])=[O:23])[CH2:15][C:12]1[CH:11]=[CH:10][C:9]([OH:8])=[CH:14][CH:13]=1, predict the reactants needed to synthesize it. The reactants are: C([O:8][C:9]1[CH:14]=[CH:13][C:12]([CH2:15][C@@H:16]([N:21]([CH2:35][CH2:36][CH:37]([CH3:39])[CH3:38])[S:22]([C:25]2[CH:34]=[CH:33][C:32]3[C:27](=[CH:28][CH:29]=[CH:30][CH:31]=3)[CH:26]=2)(=[O:24])=[O:23])[C:17]([NH:19][OH:20])=[O:18])=[CH:11][CH:10]=1)C1C=CC=CC=1. (2) Given the product [C:1]1([CH2:7][O:8][C:9]2[C:17]([CH3:18])=[CH:16][CH:15]=[CH:14][C:10]=2[C:11]([Cl:22])=[O:12])[CH:6]=[CH:5][CH:4]=[CH:3][CH:2]=1, predict the reactants needed to synthesize it. The reactants are: [C:1]1([CH2:7][O:8][C:9]2[C:17]([CH3:18])=[CH:16][CH:15]=[CH:14][C:10]=2[C:11](O)=[O:12])[CH:6]=[CH:5][CH:4]=[CH:3][CH:2]=1.C(Cl)(=O)C([Cl:22])=O.CN(C)C=O. (3) Given the product [F:1][C:2]1[CH:7]=[C:6]2[C:5](=[CH:4][CH:3]=1)[O:17][C:18]([CH2:19][CH2:20][CH3:21])=[C:9]([C:10]1[CH:15]=[CH:14][CH:13]=[CH:12][CH:11]=1)[C:8]2=[O:16], predict the reactants needed to synthesize it. The reactants are: [F:1][C:2]1[CH:3]=[CH:4][C:5]([OH:17])=[C:6]([C:8](=[O:16])[CH2:9][C:10]2[CH:15]=[CH:14][CH:13]=[CH:12][CH:11]=2)[CH:7]=1.[C:18](O[C:18](=O)[CH2:19][CH2:20][CH3:21])(=O)[CH2:19][CH2:20][CH3:21].Cl. (4) Given the product [CH2:1]([O:8][C:9]1[CH:18]=[C:17]2[C:12]([C:13]([NH:32][C:31]3[CH:33]=[CH:34][C:35]([O:36][CH2:37][C:38]4[CH:43]=[CH:42][CH:41]=[C:40]([F:44])[CH:39]=4)=[C:29]([Cl:28])[CH:30]=3)=[N:14][CH:15]=[N:16]2)=[C:11]([O:20][CH:21]2[CH2:26][CH2:25][N:24]([CH3:27])[CH2:23][CH2:22]2)[CH:10]=1)[C:2]1[CH:3]=[CH:4][CH:5]=[CH:6][CH:7]=1, predict the reactants needed to synthesize it. The reactants are: [CH2:1]([O:8][C:9]1[CH:18]=[C:17]2[C:12]([C:13](=O)[NH:14][CH:15]=[N:16]2)=[C:11]([O:20][CH:21]2[CH2:26][CH2:25][N:24]([CH3:27])[CH2:23][CH2:22]2)[CH:10]=1)[C:2]1[CH:7]=[CH:6][CH:5]=[CH:4][CH:3]=1.[Cl:28][C:29]1[CH:30]=[C:31]([CH:33]=[CH:34][C:35]=1[O:36][CH2:37][C:38]1[CH:43]=[CH:42][CH:41]=[C:40]([F:44])[CH:39]=1)[NH2:32]. (5) Given the product [NH2:24][C:1](=[O:5])[C:2]([C:16]1[C:15]2[C:10](=[CH:11][CH:12]=[C:13]([N+:17]([O-:19])=[O:18])[CH:14]=2)[NH:9][CH:8]=1)=[O:3], predict the reactants needed to synthesize it. The reactants are: [C:1](Cl)(=[O:5])[C:2](Cl)=[O:3].C[C:8]1[NH:9][C:10]2[C:15]([CH:16]=1)=[CH:14][C:13]([N+:17]([O-:19])=[O:18])=[CH:12][CH:11]=2.C1(=O)[NH:24]C(=O)C2=CC=CC=C12.